Dataset: Reaction yield outcomes from USPTO patents with 853,638 reactions. Task: Predict the reaction yield, written as a fraction of the theoretical maximum amount of product (1.0 means a 100% yield; for example, 0.34 means a 34% yield). (1) The reactants are [NH2:1][C:2]1[CH:19]=[CH:18][C:5]([O:6][C:7]2[C:16]3[C:11](=[CH:12][C:13]([OH:17])=[CH:14][CH:15]=3)[N:10]=[CH:9][CH:8]=2)=[C:4]([F:20])[CH:3]=1.[CH3:21][N:22]1[C:26]([CH3:27])=[C:25]([C:28](O)=[O:29])[C:24](=[O:31])[N:23]1[C:32]1[CH:37]=[CH:36][CH:35]=[CH:34][CH:33]=1.C1C=NC2N(O)N=NC=2C=1.CCN=C=NCCCN(C)C. The catalyst is CN(C=O)C.C1(C)C=CC=CC=1.O. The product is [F:20][C:4]1[CH:3]=[C:2]([NH:1][C:28]([C:25]2[C:24](=[O:31])[N:23]([C:32]3[CH:33]=[CH:34][CH:35]=[CH:36][CH:37]=3)[N:22]([CH3:21])[C:26]=2[CH3:27])=[O:29])[CH:19]=[CH:18][C:5]=1[O:6][C:7]1[C:16]2[C:11](=[CH:12][C:13]([OH:17])=[CH:14][CH:15]=2)[N:10]=[CH:9][CH:8]=1. The yield is 0.608. (2) The reactants are [O:1]1[C:5]2[CH:6]=[CH:7][C:8]([S:10]([N:13]([CH2:42][CH:43]([CH3:45])[CH3:44])[CH2:14][C@@H:15]([OH:41])[C@@H:16]([NH:29][C:30](=[O:40])[O:31][C@@H:32]3[C@H:39]4[C@H:35]([O:36][CH2:37][CH2:38]4)[O:34][CH2:33]3)[CH2:17][C:18]3[CH:23]=[CH:22][C:21]([O:24][CH2:25][CH2:26][CH2:27]I)=[CH:20][CH:19]=3)(=[O:12])=[O:11])=[CH:9][C:4]=2[O:3][CH2:2]1.[S:46]1[CH2:50][CH2:49][NH:48][CH2:47]1.C(N(CC)C(C)C)(C)C. The catalyst is CN(C=O)C. The product is [O:1]1[C:5]2[CH:6]=[CH:7][C:8]([S:10]([N:13]([CH2:42][CH:43]([CH3:45])[CH3:44])[CH2:14][C@@H:15]([OH:41])[C@@H:16]([NH:29][C:30](=[O:40])[O:31][C@@H:32]3[C@H:39]4[C@H:35]([O:36][CH2:37][CH2:38]4)[O:34][CH2:33]3)[CH2:17][C:18]3[CH:23]=[CH:22][C:21]([O:24][CH2:25][CH2:26][CH2:27][N:48]4[CH2:49][CH2:50][S:46][CH2:47]4)=[CH:20][CH:19]=3)(=[O:12])=[O:11])=[CH:9][C:4]=2[O:3][CH2:2]1. The yield is 0.670. (3) The reactants are [CH3:1][O:2][C:3]1[C:4]([CH2:13][O:14][CH3:15])=[C:5]([CH:10]=[CH:11][CH:12]=1)[C:6]([O:8]C)=[O:7].[OH-].[K+].Cl. No catalyst specified. The product is [CH3:1][O:2][C:3]1[C:4]([CH2:13][O:14][CH3:15])=[C:5]([CH:10]=[CH:11][CH:12]=1)[C:6]([OH:8])=[O:7]. The yield is 0.920. (4) The catalyst is C(O)CCC. The reactants are [NH2:1][C:2]1[N:7]=[C:6]([Cl:8])[C:5]([NH2:9])=[C:4](Cl)[N:3]=1.[NH2:11][C@H:12]1[CH2:17][CH2:16][C@H:15]([OH:18])[CH2:14][CH2:13]1.C(=O)(O)[O-].[Na+]. The product is [NH2:1][C:2]1[N:3]=[C:4]([NH:11][C@H:12]2[CH2:17][CH2:16][C@H:15]([OH:18])[CH2:14][CH2:13]2)[C:5]([NH2:9])=[C:6]([Cl:8])[N:7]=1. The yield is 0.660.